This data is from Full USPTO retrosynthesis dataset with 1.9M reactions from patents (1976-2016). The task is: Predict the reactants needed to synthesize the given product. (1) Given the product [CH2:24]([N:14]([CH2:12][CH3:13])[C:15]1[CH:22]=[CH:21][C:18]([C:19]2[NH:1][N:2]=[C:3]([C:5]3[C:10]([CH3:11])=[CH:9][CH:8]=[CH:7][N:6]=3)[N:4]=2)=[C:17]([OH:23])[CH:16]=1)[CH3:25], predict the reactants needed to synthesize it. The reactants are: [NH2:1][NH:2][C:3]([C:5]1[C:10]([CH3:11])=[CH:9][CH:8]=[CH:7][N:6]=1)=[NH:4].[CH2:12]([N:14]([CH2:24][CH3:25])[C:15]1[CH:22]=[CH:21][C:18]([CH:19]=O)=[C:17]([OH:23])[CH:16]=1)[CH3:13]. (2) Given the product [F:33][C:31]1[CH:30]=[C:29]([C:34]([F:35])([F:36])[F:37])[CH:28]=[C:27]([C:24]2[O:25][CH:26]=[C:22]([CH2:21][O:17][C:11]3[CH:10]=[C:9]4[C:14]([C:15](=[O:16])[C:6]([C:5]5[CH:18]=[CH:19][C:2]([OH:1])=[CH:3][CH:4]=5)=[CH:7][O:8]4)=[CH:13][CH:12]=3)[N:23]=2)[CH:32]=1, predict the reactants needed to synthesize it. The reactants are: [OH:1][C:2]1[CH:19]=[CH:18][C:5]([C:6]2[C:15](=[O:16])[C:14]3[C:9](=[CH:10][C:11]([OH:17])=[CH:12][CH:13]=3)[O:8][CH:7]=2)=[CH:4][CH:3]=1.Cl[CH2:21][C:22]1[N:23]=[C:24]([C:27]2[CH:32]=[C:31]([F:33])[CH:30]=[C:29]([C:34]([F:37])([F:36])[F:35])[CH:28]=2)[O:25][CH:26]=1.[I-].[Na+].[OH-].[K+].